From a dataset of Full USPTO retrosynthesis dataset with 1.9M reactions from patents (1976-2016). Predict the reactants needed to synthesize the given product. Given the product [OH:30][CH:25]([C:3]1[C:4]2[C:9](=[O:10])[N:8]([CH2:11][CH2:12][CH2:13][O:14][CH:15]3[CH2:20][CH2:19][CH2:18][CH2:17][O:16]3)[C:7](=[O:21])[N:6]([CH3:22])[C:5]=2[N:23]=[CH:24][C:2]=1[C:35]1[CH:36]=[CH:37][CH:38]=[CH:39][C:34]=1[CH:31]([CH3:33])[CH3:32])[CH2:26][CH:27]([CH3:28])[CH3:29], predict the reactants needed to synthesize it. The reactants are: Br[C:2]1[CH:24]=[N:23][C:5]2[N:6]([CH3:22])[C:7](=[O:21])[N:8]([CH2:11][CH2:12][CH2:13][O:14][CH:15]3[CH2:20][CH2:19][CH2:18][CH2:17][O:16]3)[C:9](=[O:10])[C:4]=2[C:3]=1[CH:25]([OH:30])[CH2:26][CH:27]([CH3:29])[CH3:28].[CH:31]([C:34]1[CH:39]=[CH:38][CH:37]=[CH:36][C:35]=1B(O)O)([CH3:33])[CH3:32].[O-]P([O-])([O-])=O.[K+].[K+].[K+].